From a dataset of Catalyst prediction with 721,799 reactions and 888 catalyst types from USPTO. Predict which catalyst facilitates the given reaction. (1) Reactant: C(N1CCC2(C(=O)[N:14]([C:17]3[CH:22]=[CH:21][C:20]([O:23][CH:24]([CH3:29])[C:25]([F:28])([F:27])[F:26])=[CH:19][CH:18]=3)CC2)C(O)C1)C1C=CC=CC=1. Product: [F:26][C:25]([F:27])([F:28])[CH:24]([CH3:29])[O:23][C:20]1[CH:19]=[CH:18][C:17]([NH2:14])=[CH:22][CH:21]=1. The catalyst class is: 723. (2) Reactant: [CH3:1][C:2]1[CH:7]=[CH:6][C:5]([CH3:8])=[CH:4][C:3]=1[OH:9].[Br-:10].[Br-].[Br-].C([N+](CCCC)(CCCC)CCCC)CCC.C([N+](CCCC)(CCCC)CCCC)CCC.C([N+](CCCC)(CCCC)CCCC)CCC. Product: [CH3:1][C:2]1[CH:7]=[C:6]([Br:10])[C:5]([CH3:8])=[CH:4][C:3]=1[OH:9]. The catalyst class is: 408. (3) Reactant: Cl[C:2]1[C:7]([N+:8]([O-:10])=[O:9])=[CH:6][CH:5]=[CH:4][N:3]=1.[CH:11]1[C:19]2[C:18]3[CH:20]=[CH:21][CH:22]=[CH:23][C:17]=3[O:16][C:15]=2[C:14]([NH2:24])=[CH:13][CH:12]=1.C(N(CC)CC)C. Product: [CH:11]1[C:19]2[C:18]3[CH:20]=[CH:21][CH:22]=[CH:23][C:17]=3[O:16][C:15]=2[C:14]([NH:24][C:2]2[C:7]([N+:8]([O-:10])=[O:9])=[CH:6][CH:5]=[CH:4][N:3]=2)=[CH:13][CH:12]=1. The catalyst class is: 51. (4) The catalyst class is: 7. Reactant: Cl.[CH3:2][C:3]1[O:4][C:5]2[C:14]3[CH:13]([CH2:15][CH2:16][NH2:17])[CH2:12][CH2:11][C:10]=3[CH:9]=[CH:8][C:6]=2[N:7]=1.C(N(CC)CC)C.[CH:25]1([C:28](Cl)=[O:29])[CH2:27][CH2:26]1.C(=O)([O-])O.[Na+]. Product: [CH3:2][C:3]1[O:4][C:5]2[C:14]3[CH:13]([CH2:15][CH2:16][NH:17][C:28]([CH:25]4[CH2:27][CH2:26]4)=[O:29])[CH2:12][CH2:11][C:10]=3[CH:9]=[CH:8][C:6]=2[N:7]=1. (5) Reactant: [F:1][C:2]([F:13])([F:12])[O:3][C:4]1[CH:11]=[CH:10][C:7]([CH2:8]Br)=[CH:6][CH:5]=1.[NH:14]1[CH2:19][CH2:18][NH:17][CH2:16][CH2:15]1. Product: [F:1][C:2]([F:13])([F:12])[O:3][C:4]1[CH:11]=[CH:10][C:7]([CH2:8][N:14]2[CH2:19][CH2:18][NH:17][CH2:16][CH2:15]2)=[CH:6][CH:5]=1. The catalyst class is: 1. (6) Reactant: Cl[C:2]1[C:7]([C:8]([NH:10][C:11]2[CH:16]=[CH:15][C:14]([Cl:17])=[CH:13][CH:12]=2)=[O:9])=[CH:6][CH:5]=[CH:4][N:3]=1.[N:18]1[CH:23]=[CH:22][C:21]([N:24]2[CH2:29][CH2:28][CH:27]([CH2:30][NH2:31])[CH2:26][CH2:25]2)=[CH:20][CH:19]=1. Product: [Cl:17][C:14]1[CH:15]=[CH:16][C:11]([NH:10][C:8]([C:7]2[C:2]([NH:31][CH2:30][CH:27]3[CH2:26][CH2:25][N:24]([C:21]4[CH:22]=[CH:23][N:18]=[CH:19][CH:20]=4)[CH2:29][CH2:28]3)=[N:3][CH:4]=[CH:5][CH:6]=2)=[O:9])=[CH:12][CH:13]=1. The catalyst class is: 66. (7) Reactant: [CH2:1]([C:5]1[N:6]=[C:7]2[CH:24]=[CH:23][CH:22]=[CH:21][N:8]2[C:9](=[O:20])[C:10]=1[C:11]1[CH:12]=[C:13]2[C:17](=[CH:18][CH:19]=1)[NH:16][CH:15]=[CH:14]2)[CH2:2][CH2:3][CH3:4].C([BH3-])#N.[Na+]. Product: [CH2:1]([C:5]1[N:6]=[C:7]2[CH:24]=[CH:23][CH:22]=[CH:21][N:8]2[C:9](=[O:20])[C:10]=1[C:11]1[CH:12]=[C:13]2[C:17](=[CH:18][CH:19]=1)[NH:16][CH2:15][CH2:14]2)[CH2:2][CH2:3][CH3:4]. The catalyst class is: 15. (8) Reactant: C([O:5][NH:6][C:7](=[O:21])[C:8]1[CH:13]=[CH:12][C:11]([C:14]2[CH:19]=[CH:18][CH:17]=[C:16]([NH2:20])[CH:15]=2)=[CH:10][CH:9]=1)(C)(C)C.[Cl:22][C:23]1[CH:24]=[C:25]([CH:29]=[CH:30][C:31]=1[Cl:32])[C:26](Cl)=[O:27]. Product: [OH:5][NH:6][C:7](=[O:21])[C:8]1[CH:9]=[CH:10][C:11]([C:14]2[CH:19]=[CH:18][CH:17]=[C:16]([NH:20][C:26]([C:25]3[CH:29]=[CH:30][C:31]([Cl:32])=[C:23]([Cl:22])[CH:24]=3)=[O:27])[CH:15]=2)=[CH:12][CH:13]=1. The catalyst class is: 56.